From a dataset of Catalyst prediction with 721,799 reactions and 888 catalyst types from USPTO. Predict which catalyst facilitates the given reaction. (1) Reactant: [CH3:1][C:2]1([C:5]2[O:9][N:8]=[C:7]([C:10]([O:12][CH2:13][CH3:14])=[O:11])[CH:6]=2)[CH2:4][CH2:3]1.[I:15]N1C(=O)CCC1=O. Product: [CH2:13]([O:12][C:10]([C:7]1[C:6]([I:15])=[C:5]([C:2]2([CH3:1])[CH2:3][CH2:4]2)[O:9][N:8]=1)=[O:11])[CH3:14]. The catalyst class is: 67. (2) Reactant: [Br:1][C:2]1[CH:3]=[CH:4][C:5](I)=[C:6](/[CH:8]=[CH:9]\[C:10]2[CH:15]=[C:14]([Br:16])[CH:13]=[CH:12][C:11]=2I)[CH:7]=1.[Li].CN(CCN(C)C)C.[CH3:28][Sn:29](Cl)(Cl)[CH3:30]. Product: [Br:1][C:2]1[CH:3]=[CH:4][C:5]2[Sn:29]([CH3:30])([CH3:28])[C:11]3[CH:12]=[CH:13][C:14]([Br:16])=[CH:15][C:10]=3[CH:9]=[CH:8][C:6]=2[CH:7]=1. The catalyst class is: 385. (3) Reactant: [CH3:1][C:2]1[N:3]=[C:4]([C:9]2[CH:10]=[N:11][C:12]([C:15]([F:18])([F:17])[F:16])=[CH:13][CH:14]=2)[S:5][C:6]=1[CH:7]=[O:8].CC1N=C(C2C=N[C:30]([C:33](F)([F:35])[F:34])=[CH:31]C=2)SC=1CO.BrC(F)(F)C=C.[In]. Product: [F:34][C:33]([F:35])([CH:30]=[CH2:31])[CH:7]([C:6]1[S:5][C:4]([C:9]2[CH:10]=[N:11][C:12]([C:15]([F:18])([F:16])[F:17])=[CH:13][CH:14]=2)=[N:3][C:2]=1[CH3:1])[OH:8]. The catalyst class is: 9. (4) Reactant: [C:1]([C:3]1[CH:4]=[C:5]([C:9]2[S:13][C:12]([NH:14][C:15](=[O:24])[C:16]3[C:21]([F:22])=[CH:20][CH:19]=[CH:18][C:17]=3[F:23])=[N:11][CH:10]=2)[CH:6]=[CH:7][CH:8]=1)#[N:2].[N-:25]=[N+:26]=[N-:27].[Na+].Cl.[CH2:30]([NH+](CC)CC)C. The catalyst class is: 85. Product: [F:22][C:21]1[CH:20]=[CH:19][CH:18]=[C:17]([F:23])[C:16]=1[C:15]([NH:14][C:12]1[S:13][C:9]([C:5]2[CH:6]=[CH:7][CH:8]=[C:3]([C:1]3[N:25]=[N:26][N:27]([CH3:30])[N:2]=3)[CH:4]=2)=[CH:10][N:11]=1)=[O:24].